Dataset: Forward reaction prediction with 1.9M reactions from USPTO patents (1976-2016). Task: Predict the product of the given reaction. (1) The product is: [Br:1][C:2]1[CH:10]=[C:9]2[C:5](/[C:6](=[CH:28]/[C:24]3[NH:25][C:26]([CH3:27])=[C:22]([S:19]([C:16]4[CH:15]=[CH:14][C:13]([Cl:12])=[CH:18][CH:17]=4)(=[O:20])=[O:21])[C:23]=3[CH2:30][CH2:31][C:32]([OH:34])=[O:33])/[C:7](=[O:11])[NH:8]2)=[CH:4][CH:3]=1. Given the reactants [Br:1][C:2]1[CH:10]=[C:9]2[C:5]([CH2:6][C:7](=[O:11])[NH:8]2)=[CH:4][CH:3]=1.[Cl:12][C:13]1[CH:18]=[CH:17][C:16]([S:19]([C:22]2[C:23]([CH2:30][CH2:31][C:32]([OH:34])=[O:33])=[C:24]([CH:28]=O)[NH:25][C:26]=2[CH3:27])(=[O:21])=[O:20])=[CH:15][CH:14]=1.N1CCCCC1, predict the reaction product. (2) Given the reactants C(N(CC)CC)C.[F:15][C:14]([F:17])([F:16])[C:13](O[C:13](=[O:18])[C:14]([F:17])([F:16])[F:15])=[O:18].[NH2:21][C@H:22]1[CH2:26][CH2:25][N:24]([C:27]2[CH:35]=[CH:34][C:30]([C:31]([OH:33])=[O:32])=[C:29]([NH:36][CH:37]3[CH2:42][CH2:41][O:40][CH2:39][CH2:38]3)[CH:28]=2)[CH2:23]1.[F:43][C:44]([F:49])([F:48])[C:45](O)=[O:46], predict the reaction product. The product is: [F:43][C:44]([F:49])([F:48])[C:45]([N:36]([C:29]1[CH:28]=[C:27]([N:24]2[CH2:25][CH2:26][C@H:22]([NH:21][C:13](=[O:18])[C:14]([F:15])([F:16])[F:17])[CH2:23]2)[CH:35]=[CH:34][C:30]=1[C:31]([OH:33])=[O:32])[CH:37]1[CH2:42][CH2:41][O:40][CH2:39][CH2:38]1)=[O:46]. (3) Given the reactants [CH2:1]([N:5]1[CH2:9][CH2:8][CH:7]([S:10]([C:13]2[CH:18]=[CH:17][C:16]([OH:19])=[CH:15][CH:14]=2)(=[O:12])=[O:11])[CH2:6]1)[CH2:2][CH:3]=[CH2:4].Br[C:21]1[CH:22]=[N:23][CH:24]=[CH:25][CH:26]=1.C([O-])([O-])=O.[K+].[K+], predict the reaction product. The product is: [N:23]1[CH:24]=[CH:25][CH:26]=[C:21]([CH:4]=[CH:3][CH2:2][CH2:1][N:5]2[CH2:9][CH2:8][CH:7]([S:10]([C:13]3[CH:14]=[CH:15][C:16]([OH:19])=[CH:17][CH:18]=3)(=[O:12])=[O:11])[CH2:6]2)[CH:22]=1. (4) The product is: [CH3:17][C:7]1[CH:12]=[CH:11][C:10]([S:13]([O:1][CH2:2][CH:3]2[CH2:6][CH2:5][O:4]2)(=[O:15])=[O:14])=[CH:9][CH:8]=1. Given the reactants [OH:1][CH2:2][CH:3]1[CH2:6][CH2:5][O:4]1.[C:7]1([CH3:17])[CH:12]=[CH:11][C:10]([S:13](Cl)(=[O:15])=[O:14])=[CH:9][CH:8]=1, predict the reaction product. (5) Given the reactants Cl[C:2]1[CH:7]=[CH:6][C:5]([N:8]2[CH2:13][CH2:12][O:11][CH2:10][CH2:9]2)=[CH:4][C:3]=1[NH:14][C:15]1[C:24]2[C:19](=[CH:20][C:21]([F:26])=[CH:22][C:23]=2[F:25])[N:18]=[C:17]([C:27]2[CH:32]=[CH:31][CH:30]=[CH:29][N:28]=2)[C:16]=1[CH3:33].[CH3:34][O:35][C:36]1[CH:37]=[C:38](B(O)O)[CH:39]=[N:40][CH:41]=1.C1(P(C2CCCCC2)C2CCCCC2)CCCCC1.[O-]P([O-])([O-])=O.[K+].[K+].[K+], predict the reaction product. The product is: [F:25][C:23]1[CH:22]=[C:21]([F:26])[CH:20]=[C:19]2[C:24]=1[C:15]([NH:14][C:3]1[CH:4]=[C:5]([N:8]3[CH2:9][CH2:10][O:11][CH2:12][CH2:13]3)[CH:6]=[CH:7][C:2]=1[C:38]1[CH:39]=[N:40][CH:41]=[C:36]([O:35][CH3:34])[CH:37]=1)=[C:16]([CH3:33])[C:17]([C:27]1[CH:32]=[CH:31][CH:30]=[CH:29][N:28]=1)=[N:18]2. (6) Given the reactants C1C=CC(C2C=CC=CC=2)=CC=1.C1C=CC(OC2C=CC=CC=2)=CC=1.CC1(C)O[C:31](=[O:33])[C:30](=[CH:34][NH:35][C:36]2[C:40]([CH3:41])=[CH:39][S:38][CH:37]=2)C(=O)O1, predict the reaction product. The product is: [CH3:41][C:40]1[C:36]2=[N:35][CH:34]=[CH:30][C:31]([OH:33])=[C:37]2[S:38][CH:39]=1. (7) Given the reactants [Cl:1][C:2]1[CH:7]=[CH:6][C:5]([CH:8]2[C:15]3[C:11](=[N:12][N:13]([CH3:17])[C:14]=3[CH3:16])[C:10](=[O:18])[N:9]2CC2C=CC(OC)=CC=2)=[CH:4][CH:3]=1, predict the reaction product. The product is: [Cl:1][C:2]1[CH:3]=[CH:4][C:5]([CH:8]2[C:15]3[C:11](=[N:12][N:13]([CH3:17])[C:14]=3[CH3:16])[C:10](=[O:18])[NH:9]2)=[CH:6][CH:7]=1. (8) Given the reactants [F:1][C:2]1[CH:10]=[CH:9][C:5]([C:6](O)=[O:7])=[CH:4][CH:3]=1.C(N(C(C)C)CC)(C)C.C1C=CC2N(O)N=NC=2C=1.CN([C:33]([O:37][N:38]1N=NC2C=CC=C[C:39]1=2)=[N+](C)C)C.F[P-](F)(F)(F)(F)F.Cl.CNOC, predict the reaction product. The product is: [F:1][C:2]1[CH:10]=[CH:9][C:5]([C:6]([N:38]([O:37][CH3:33])[CH3:39])=[O:7])=[CH:4][CH:3]=1. (9) Given the reactants S(S([O-])=O)([O-])=O.[Na+].[Na+].[NH2:9][C:10]1[N:15]([C:16]2[CH:21]=[CH:20][CH:19]=[C:18]([O:22][C:23]([F:26])([F:25])[F:24])[CH:17]=2)[C:14](=[S:27])[NH:13][C:12](=[O:28])[C:11]=1[N:29]=O.S(=O)(=O)(O)O, predict the reaction product. The product is: [NH2:29][C:11]1[C:12](=[O:28])[NH:13][C:14](=[S:27])[N:15]([C:16]2[CH:21]=[CH:20][CH:19]=[C:18]([O:22][C:23]([F:24])([F:25])[F:26])[CH:17]=2)[C:10]=1[NH2:9].